From a dataset of Catalyst prediction with 721,799 reactions and 888 catalyst types from USPTO. Predict which catalyst facilitates the given reaction. (1) Product: [OH:8][C:9]1[CH:10]=[CH:11][C:12]([C:15]2[CH:20]=[CH:19][C:18]([CH2:21][C:22]3[C:23]([O:28][C@@H:29]4[O:46][C@H:45]([CH2:47][O:48][C:49](=[O:51])[CH3:50])[C@@H:40]([O:41][C:42](=[O:44])[CH3:43])[C@H:35]([O:36][C:37](=[O:39])[CH3:38])[C@H:30]4[O:31][C:32](=[O:34])[CH3:33])=[N:24][NH:25][C:26]=3[CH3:27])=[CH:17][CH:16]=2)=[CH:13][CH:14]=1. Reactant: C([O:8][C:9]1[CH:14]=[CH:13][C:12]([C:15]2[CH:20]=[CH:19][C:18]([CH2:21][C:22]3[C:23]([O:28][C@@H:29]4[O:46][C@H:45]([CH2:47][O:48][C:49](=[O:51])[CH3:50])[C@@H:40]([O:41][C:42](=[O:44])[CH3:43])[C@H:35]([O:36][C:37](=[O:39])[CH3:38])[C@H:30]4[O:31][C:32](=[O:34])[CH3:33])=[N:24][NH:25][C:26]=3[CH3:27])=[CH:17][CH:16]=2)=[CH:11][CH:10]=1)C1C=CC=CC=1. The catalyst class is: 129. (2) Reactant: Br[C:2]1[N:10]=[CH:9][N:8]=[C:7]2[C:3]=1[N:4]=[CH:5][NH:6]2.[NH2:11][CH:12]([C:14]1[C:23]([N:24]2[CH2:28][CH2:27][C@@H:26]([OH:29])[CH2:25]2)=[C:22]2[C:17]([CH:18]=[CH:19][CH:20]=[N:21]2)=[C:16]([F:30])[CH:15]=1)[CH3:13].C(N(CC)C(C)C)(C)C. Product: [F:30][C:16]1[CH:15]=[C:14]([CH:12]([NH:11][C:2]2[N:10]=[CH:9][N:8]=[C:7]3[C:3]=2[N:4]=[CH:5][NH:6]3)[CH3:13])[C:23]([N:24]2[CH2:28][CH2:27][C@@H:26]([OH:29])[CH2:25]2)=[C:22]2[C:17]=1[CH:18]=[CH:19][CH:20]=[N:21]2. The catalyst class is: 32. (3) Product: [NH2:22][CH:19]1[CH2:20][CH2:21][N:16]([CH2:15][CH2:14][N:8]2[C:9]3[C:10](=[C:11]([F:13])[CH:12]=[C:3]([C:1]#[N:2])[CH:4]=3)[CH:5]=[CH:6][C:7]2=[O:30])[CH2:17][CH2:18]1. The catalyst class is: 4. Reactant: [C:1]([C:3]1[CH:12]=[C:11]([F:13])[CH:10]=[C:9]2[C:4]=1[CH:5]=[CH:6][C:7](=[O:30])[N:8]2[CH2:14][CH2:15][N:16]1[CH2:21][CH2:20][CH:19]([NH:22]C(=O)OC(C)(C)C)[CH2:18][CH2:17]1)#[N:2].C(C1C=C2C(C=CC(=O)N2CCN2CCC(NC(=O)OC(C)(C)C)CC2)=C(F)C=1)#N.FC(F)(F)C(O)=O.NC1CCN(CCN2C3C(=CC=C(F)C=3)N=CC2=O)CC1. (4) Reactant: [CH3:1][CH2:2][NH:3][C@@H:4]1[C:11]2[CH:12]=[C:13]([S:15]([NH2:18])(=[O:17])=[O:16])[S:14][C:10]=2[S:7](=[O:9])(=[O:8])[C@@H:6]([CH3:19])[CH2:5]1.Cl. Product: [CH3:1][CH2:2][NH:3][C@@H:4]1[C:11]2[CH:12]=[C:13]([S:15]([NH2:18])(=[O:17])=[O:16])[S:14][C:10]=2[S:7](=[O:8])(=[O:9])[C@@H:6]([CH3:19])[CH2:5]1. The catalyst class is: 6. (5) Reactant: Cl.Cl.Cl.[O:4]1[C:12]2[CH:11]=[CH:10][N:9]=[C:8]([N:13]3[CH2:18][CH2:17][N:16]([CH2:19][CH2:20][C@H:21]4[CH2:26][CH2:25][C@H:24]([NH2:27])[CH2:23][CH2:22]4)[CH2:15][CH2:14]3)[C:7]=2[CH:6]=[CH:5]1.CCN(CC)CC.[CH3:35][N:36]([CH3:41])[S:37](Cl)(=[O:39])=[O:38].O. Product: [O:4]1[C:12]2[CH:11]=[CH:10][N:9]=[C:8]([N:13]3[CH2:18][CH2:17][N:16]([CH2:19][CH2:20][C@H:21]4[CH2:26][CH2:25][C@H:24]([NH:27][S:37]([N:36]([CH3:41])[CH3:35])(=[O:39])=[O:38])[CH2:23][CH2:22]4)[CH2:15][CH2:14]3)[C:7]=2[CH:6]=[CH:5]1. The catalyst class is: 2.